Dataset: Reaction yield outcomes from USPTO patents with 853,638 reactions. Task: Predict the reaction yield, written as a fraction of the theoretical maximum amount of product (1.0 means a 100% yield; for example, 0.34 means a 34% yield). (1) The reactants are [C:1]([C:3]1[CH:19]=[CH:18][C:6]([O:7][C:8]2[CH:9]=[CH:10][C:11]3[B:15]([OH:16])[O:14][CH2:13][C:12]=3[CH:17]=2)=[CH:5][CH:4]=1)#[N:2].[N-:20]=[N+:21]=[N-:22].[Na+].[Cl-].[NH4+].O. The catalyst is CN(C)C=O. The product is [NH:20]1[C:1]([C:3]2[CH:19]=[CH:18][C:6]([O:7][C:8]3[CH:9]=[CH:10][C:11]4[B:15]([OH:16])[O:14][CH2:13][C:12]=4[CH:17]=3)=[CH:5][CH:4]=2)=[N:2][N:22]=[N:21]1. The yield is 0.230. (2) The reactants are [OH-].[Na+].[OH:3][C:4]1[CH:9]=[CH:8][C:7]([CH3:10])=[CH:6][C:5]=1[CH:11]([C:15]1[CH:20]=[CH:19][CH:18]=[CH:17][CH:16]=1)[CH2:12][CH2:13][OH:14].[CH2:21](Cl)[C:22]1[CH:27]=[CH:26][CH:25]=[CH:24][CH:23]=1.C1CCCCC1.CC(C)=O. The catalyst is [Br-].C([N+](CCCC)(CCCC)CCCC)CCC.C1(C)C=CC=CC=1. The product is [CH2:21]([O:3][C:4]1[CH:9]=[CH:8][C:7]([CH3:10])=[CH:6][C:5]=1[CH:11]([C:15]1[CH:16]=[CH:17][CH:18]=[CH:19][CH:20]=1)[CH2:12][CH2:13][OH:14])[C:22]1[CH:27]=[CH:26][CH:25]=[CH:24][CH:23]=1. The yield is 0.960.